This data is from TCR-epitope binding with 47,182 pairs between 192 epitopes and 23,139 TCRs. The task is: Binary Classification. Given a T-cell receptor sequence (or CDR3 region) and an epitope sequence, predict whether binding occurs between them. (1) Result: 0 (the TCR does not bind to the epitope). The epitope is KEIDRLNEV. The TCR CDR3 sequence is CASSMIGHSNQPQHF. (2) The epitope is FSKQLQQSM. The TCR CDR3 sequence is CASSFEAASNQPQHF. Result: 0 (the TCR does not bind to the epitope). (3) Result: 0 (the TCR does not bind to the epitope). The TCR CDR3 sequence is CASSHGHTPNWIQYF. The epitope is YYRRATRRIR. (4) The epitope is FLYNLLTRV. Result: 0 (the TCR does not bind to the epitope). The TCR CDR3 sequence is CASSKGGKGRCAEAFF. (5) The epitope is LLDFVRFMGV. The TCR CDR3 sequence is CASSFGQRETEAFF. Result: 0 (the TCR does not bind to the epitope).